From a dataset of Forward reaction prediction with 1.9M reactions from USPTO patents (1976-2016). Predict the product of the given reaction. (1) Given the reactants Cl.Cl.[OH:3][C@@H:4]1[CH2:11][N:10]([CH2:12][CH2:13][CH2:14][N:15]2[CH2:20][CH2:19][NH:18][CH:17]([CH3:21])[C:16]2=[O:22])[CH2:9][CH2:8][C:5]21[CH2:7][CH2:6]2.[Cl:23][C:24]1[CH:34]=[CH:33][C:27]([CH:28]=[CH:29][C:30](O)=[O:31])=[CH:26][C:25]=1[F:35].C(N(CC)CC)C.F[P-](F)(F)(F)(F)F.N1(OC(N(C)C)=[N+](C)C)C2N=CC=CC=2N=N1, predict the reaction product. The product is: [Cl:23][C:24]1[CH:34]=[CH:33][C:27](/[CH:28]=[CH:29]/[C:30]([N:18]2[CH2:19][CH2:20][N:15]([CH2:14][CH2:13][CH2:12][N:10]3[CH2:9][CH2:8][C:5]4([CH2:6][CH2:7]4)[C@H:4]([OH:3])[CH2:11]3)[C:16](=[O:22])[CH:17]2[CH3:21])=[O:31])=[CH:26][C:25]=1[F:35]. (2) Given the reactants FC(F)(F)C(O)=O.[CH3:8][NH:9][C@H:10]([C:14]([NH:16][C@H:17]([C:21]([N:23]([C@@H:25]([C@@H:65]([CH3:68])[CH2:66][CH3:67])[C@H:26]([O:63][CH3:64])[CH2:27][C:28]([N:30]1[CH2:34][CH2:33][CH2:32][C@H:31]1[C@H:35]([O:61][CH3:62])[C@@H:36]([CH3:60])[C:37]([NH:39][C@H:40](/[CH:48]=[CH:49]/[C:50]1[CH:55]=[CH:54][C:53]([C:56]([O:58][CH3:59])=[O:57])=[CH:52][CH:51]=1)[CH2:41][C:42]1[CH:47]=[CH:46][CH:45]=[CH:44][CH:43]=1)=[O:38])=[O:29])[CH3:24])=[O:22])[CH:18]([CH3:20])[CH3:19])=[O:15])[CH:11]([CH3:13])[CH3:12].O=[CH:70][CH2:71][CH2:72][C:73]([OH:75])=[O:74].C([BH3-])#N.[Na+], predict the reaction product. The product is: [C:73]([CH2:72][CH2:71][CH2:70][N:9]([CH3:8])[C@H:10]([C:14]([NH:16][C@H:17]([C:21]([N:23]([C@@H:25]([C@@H:65]([CH3:68])[CH2:66][CH3:67])[C@H:26]([O:63][CH3:64])[CH2:27][C:28]([N:30]1[CH2:34][CH2:33][CH2:32][C@H:31]1[C@H:35]([O:61][CH3:62])[C@@H:36]([CH3:60])[C:37]([NH:39][C@H:40](/[CH:48]=[CH:49]/[C:50]1[CH:51]=[CH:52][C:53]([C:56]([O:58][CH3:59])=[O:57])=[CH:54][CH:55]=1)[CH2:41][C:42]1[CH:43]=[CH:44][CH:45]=[CH:46][CH:47]=1)=[O:38])=[O:29])[CH3:24])=[O:22])[CH:18]([CH3:20])[CH3:19])=[O:15])[CH:11]([CH3:13])[CH3:12])([OH:75])=[O:74]. (3) Given the reactants Cl.COC(C1(N)C2(CCC2)C1)=O.C([O:17][C:18]([C:20]1([C:25]([O:27][C:28](C)(C)C)=[O:26])[CH2:22][CH:21]1[CH2:23][CH3:24])=[O:19])(C)(C)C.[OH-].[K+], predict the reaction product. The product is: [CH3:28][O:27][C:25]([C:20]1([C:18]([OH:17])=[O:19])[C:21]2([CH2:23][CH2:24]2)[CH2:22]1)=[O:26]. (4) Given the reactants [CH3:1][C:2]1([CH3:12])[O:6][C:5](=[CH:7][C:8](Cl)=[O:9])[C:4](=[O:11])[O:3]1.[CH2:13]([O:15][NH:16][CH2:17][C:18]1[CH:23]=[CH:22][C:21]([F:24])=[CH:20][CH:19]=1)[CH3:14], predict the reaction product. The product is: [CH3:1][C:2]1([CH3:12])[O:6][C:5](=[CH:7][C:8]([N:16]([O:15][CH2:13][CH3:14])[CH2:17][C:18]2[CH:19]=[CH:20][C:21]([F:24])=[CH:22][CH:23]=2)=[O:9])[C:4](=[O:11])[O:3]1. (5) Given the reactants [F:1][C:2]1[CH:3]=[C:4]([Cl:29])[C:5]([O:27][CH3:28])=[C:6]([CH:8]([C:10]2[C:11]([S:23]([CH3:26])(=[O:25])=[O:24])=[C:12]([NH2:22])[CH:13]=[C:14]([N:16]3[CH2:21][CH2:20][NH:19][CH2:18][CH2:17]3)[CH:15]=2)[CH3:9])[CH:7]=1.C(=O)=O.CO.Cl, predict the reaction product. The product is: [ClH:29].[F:1][C:2]1[CH:3]=[C:4]([Cl:29])[C:5]([O:27][CH3:28])=[C:6]([CH:8]([C:10]2[C:11]([S:23]([CH3:26])(=[O:25])=[O:24])=[C:12]([NH2:22])[CH:13]=[C:14]([N:16]3[CH2:17][CH2:18][NH:19][CH2:20][CH2:21]3)[CH:15]=2)[CH3:9])[CH:7]=1.